Predict the product of the given reaction. From a dataset of Forward reaction prediction with 1.9M reactions from USPTO patents (1976-2016). (1) Given the reactants [CH2:1]([O:8][C:9]1[CH:10]=[C:11]([C:15]2[N:16]=[CH:17][NH:18][CH:19]=2)[CH:12]=[CH:13][CH:14]=1)[C:2]1[CH:7]=[CH:6][CH:5]=[CH:4][CH:3]=1.[H-].[Na+].[Br:22][C:23]1[CH:28]=[CH:27][C:26]([N:29]2[CH2:34][CH2:33][CH:32]([N:35]([CH3:39])[C:36](Cl)=[O:37])[CH2:31][CH2:30]2)=[CH:25][C:24]=1[O:40][CH3:41], predict the reaction product. The product is: [CH2:1]([O:8][C:9]1[CH:10]=[C:11]([C:15]2[N:16]=[CH:17][N:18]([C:36]([N:35]([CH:32]3[CH2:31][CH2:30][N:29]([C:26]4[CH:27]=[CH:28][C:23]([Br:22])=[C:24]([O:40][CH3:41])[CH:25]=4)[CH2:34][CH2:33]3)[CH3:39])=[O:37])[CH:19]=2)[CH:12]=[CH:13][CH:14]=1)[C:2]1[CH:3]=[CH:4][CH:5]=[CH:6][CH:7]=1. (2) Given the reactants O=[C:2]1[N:6]([S:7]([NH:10][C:11]2[N:16]=[C:15]([NH:17]C(=O)OC(C)(C)C)[CH:14]=[CH:13][CH:12]=2)(=[O:9])=[O:8])[CH2:5][CH2:4]O1.C(N(C(C)C)CC)(C)C.[C:34]([C:36]1[CH:41]=[CH:40][C:39]([CH:42]2CCNC[CH2:43]2)=[CH:38][CH:37]=1)#[N:35], predict the reaction product. The product is: [NH2:17][C:15]1[N:16]=[C:11]([NH:10][S:7]([N:6]2[CH2:5][CH2:4][CH:42]([C:39]3[CH:40]=[CH:41][C:36]([C:34]#[N:35])=[CH:37][CH:38]=3)[CH2:43][CH2:2]2)(=[O:8])=[O:9])[CH:12]=[CH:13][CH:14]=1. (3) Given the reactants [I:1][C:2]1[CH:3]=[C:4]2[C:8](=[CH:9][CH:10]=1)[CH2:7][N:6](C(C1C=CC=CC=1)(C1C=CC=CC=1)C1C=CC=CC=1)[CH2:5]2.[C:30]([C:34]([OH:36])=[O:35])([F:33])([F:32])[F:31].C(Cl)Cl, predict the reaction product. The product is: [F:31][C:30]([F:33])([F:32])[C:34]([OH:36])=[O:35].[I:1][C:2]1[CH:3]=[C:4]2[C:8](=[CH:9][CH:10]=1)[CH2:7][NH:6][CH2:5]2.